Task: Regression. Given two drug SMILES strings and cell line genomic features, predict the synergy score measuring deviation from expected non-interaction effect.. Dataset: NCI-60 drug combinations with 297,098 pairs across 59 cell lines (1) Drug 1: C1CN1C2=NC(=NC(=N2)N3CC3)N4CC4. Drug 2: CNC(=O)C1=NC=CC(=C1)OC2=CC=C(C=C2)NC(=O)NC3=CC(=C(C=C3)Cl)C(F)(F)F. Cell line: OVCAR3. Synergy scores: CSS=12.2, Synergy_ZIP=-17.2, Synergy_Bliss=-42.9, Synergy_Loewe=-35.5, Synergy_HSA=-44.3. (2) Drug 1: CS(=O)(=O)C1=CC(=C(C=C1)C(=O)NC2=CC(=C(C=C2)Cl)C3=CC=CC=N3)Cl. Drug 2: CN1C2=C(C=C(C=C2)N(CCCl)CCCl)N=C1CCCC(=O)O.Cl. Cell line: CAKI-1. Synergy scores: CSS=5.22, Synergy_ZIP=-3.75, Synergy_Bliss=-2.71, Synergy_Loewe=-3.72, Synergy_HSA=-1.69. (3) Drug 1: C(CC(=O)O)C(=O)CN.Cl. Drug 2: C1=CN(C=N1)CC(O)(P(=O)(O)O)P(=O)(O)O. Cell line: BT-549. Synergy scores: CSS=1.82, Synergy_ZIP=-2.40, Synergy_Bliss=-1.48, Synergy_Loewe=-1.35, Synergy_HSA=-1.12. (4) Drug 1: C1=NC2=C(N1)C(=S)N=CN2. Drug 2: CC12CCC3C(C1CCC2OP(=O)(O)O)CCC4=C3C=CC(=C4)OC(=O)N(CCCl)CCCl.[Na+]. Cell line: HCC-2998. Synergy scores: CSS=12.9, Synergy_ZIP=0.00289, Synergy_Bliss=2.18, Synergy_Loewe=-33.4, Synergy_HSA=-1.23. (5) Drug 1: CCC1=CC2CC(C3=C(CN(C2)C1)C4=CC=CC=C4N3)(C5=C(C=C6C(=C5)C78CCN9C7C(C=CC9)(C(C(C8N6C)(C(=O)OC)O)OC(=O)C)CC)OC)C(=O)OC.C(C(C(=O)O)O)(C(=O)O)O. Drug 2: C1CC(C1)(C(=O)O)C(=O)O.[NH2-].[NH2-].[Pt+2]. Cell line: MOLT-4. Synergy scores: CSS=96.7, Synergy_ZIP=-1.06, Synergy_Bliss=-1.06, Synergy_Loewe=-0.261, Synergy_HSA=2.43. (6) Drug 1: C1=CN(C(=O)N=C1N)C2C(C(C(O2)CO)O)O.Cl. Drug 2: CCN(CC)CCNC(=O)C1=C(NC(=C1C)C=C2C3=C(C=CC(=C3)F)NC2=O)C. Cell line: OVCAR3. Synergy scores: CSS=2.91, Synergy_ZIP=-1.32, Synergy_Bliss=-1.72, Synergy_Loewe=-6.10, Synergy_HSA=-2.38. (7) Drug 1: C1=C(C(=O)NC(=O)N1)F. Drug 2: CCC(=C(C1=CC=CC=C1)C2=CC=C(C=C2)OCCN(C)C)C3=CC=CC=C3.C(C(=O)O)C(CC(=O)O)(C(=O)O)O. Cell line: HT29. Synergy scores: CSS=46.2, Synergy_ZIP=2.69, Synergy_Bliss=0.555, Synergy_Loewe=-3.75, Synergy_HSA=-0.214.